Dataset: Full USPTO retrosynthesis dataset with 1.9M reactions from patents (1976-2016). Task: Predict the reactants needed to synthesize the given product. (1) Given the product [F:1][C:2]1[CH:7]=[C:6]([F:8])[CH:5]=[CH:4][C:3]=1[C:9]1[CH:17]=[C:13]([C:14]([O:16][CH2:20][CH3:21])=[O:15])[C:12]([OH:18])=[C:11]([I:19])[CH:10]=1, predict the reactants needed to synthesize it. The reactants are: [F:1][C:2]1[CH:7]=[C:6]([F:8])[CH:5]=[CH:4][C:3]=1[C:9]1[CH:17]=[C:13]([C:14]([OH:16])=[O:15])[C:12]([OH:18])=[C:11]([I:19])[CH:10]=1.[CH2:20](O)[CH3:21]. (2) Given the product [F:21][C:22]1[CH:28]=[CH:27][CH:26]=[C:25]([F:29])[C:23]=1[NH:24][C:17]([CH:9]1[N:8]([C:6]([O:5][C:1]([CH3:2])([CH3:3])[CH3:4])=[O:7])[C:12]2=[N:13][CH:14]=[CH:15][CH:16]=[C:11]2[CH2:10]1)=[O:19], predict the reactants needed to synthesize it. The reactants are: [C:1]([O:5][C:6]([N:8]1[C:12]2=[N:13][CH:14]=[CH:15][CH:16]=[C:11]2[CH2:10][CH:9]1[C:17]([O-:19])=O)=[O:7])([CH3:4])([CH3:3])[CH3:2].[Li+].[F:21][C:22]1[CH:28]=[CH:27][CH:26]=[C:25]([F:29])[C:23]=1[NH2:24].P(Cl)(Cl)(Cl)=O. (3) The reactants are: [C:1]([O:5][C:6]([N:8]1[CH2:13][CH2:12][CH:11]([N:14]2[CH2:18][CH:17]([S:19]([C:22]3[CH:27]=[CH:26][CH:25]=[CH:24][C:23]=3[C:28]([F:31])([F:30])[F:29])(=[O:21])=[O:20])[CH2:16][CH:15]2[C:32]([O:34]CC)=[O:33])[CH2:10][CH2:9]1)=[O:7])([CH3:4])([CH3:3])[CH3:2].[OH-].[Li+]. Given the product [C:1]([O:5][C:6]([N:8]1[CH2:9][CH2:10][CH:11]([N:14]2[CH2:18][CH:17]([S:19]([C:22]3[CH:27]=[CH:26][CH:25]=[CH:24][C:23]=3[C:28]([F:29])([F:30])[F:31])(=[O:21])=[O:20])[CH2:16][CH:15]2[C:32]([OH:34])=[O:33])[CH2:12][CH2:13]1)=[O:7])([CH3:4])([CH3:2])[CH3:3], predict the reactants needed to synthesize it.